Task: Predict the reactants needed to synthesize the given product.. Dataset: Full USPTO retrosynthesis dataset with 1.9M reactions from patents (1976-2016) Given the product [I:20][CH2:29][C@H:28]([CH3:27])[CH2:31][CH2:32][CH2:33][CH:34]([CH3:36])[CH3:35], predict the reactants needed to synthesize it. The reactants are: C1(P(C2C=CC=CC=2)C2C=CC=CC=2)C=CC=CC=1.[I:20]I.N1C=CN=C1.[CH3:27][C@H:28]([CH2:31][CH2:32][CH2:33][CH:34]([CH3:36])[CH3:35])[CH2:29]O.